Predict the reactants needed to synthesize the given product. From a dataset of Full USPTO retrosynthesis dataset with 1.9M reactions from patents (1976-2016). Given the product [OH:8][CH2:9][C@@H:10]1[CH2:14][C:13]([CH3:15])=[CH:12][N:11]1[C:16]([C:18]1[CH:23]=[C:22]([O:24][CH3:25])[C:21]([O:26][Si:27]([CH:31]([CH3:32])[CH3:33])([CH:34]([CH3:35])[CH3:36])[CH:28]([CH3:30])[CH3:29])=[CH:20][C:19]=1[NH:37][C:38]([O:40][CH2:41][C:42]1[CH:43]=[CH:44][C:45]([NH:48][NH:49][CH:50]([CH3:66])[C:51]([NH:53][CH:54]([CH:63]([CH3:65])[CH3:64])[C:55](=[O:62])[C:56]([O:58][CH2:59][CH:60]=[CH2:61])=[O:57])=[O:52])=[CH:46][CH:47]=1)=[O:39])=[O:17], predict the reactants needed to synthesize it. The reactants are: [Si]([O:8][CH2:9][C@@H:10]1[CH2:14][C:13]([CH3:15])=[CH:12][N:11]1[C:16]([C:18]1[CH:23]=[C:22]([O:24][CH3:25])[C:21]([O:26][Si:27]([CH:34]([CH3:36])[CH3:35])([CH:31]([CH3:33])[CH3:32])[CH:28]([CH3:30])[CH3:29])=[CH:20][C:19]=1[NH:37][C:38]([O:40][CH2:41][C:42]1[CH:47]=[CH:46][C:45]([NH:48][NH:49][CH:50]([CH3:66])[C:51]([NH:53][CH:54]([CH:63]([CH3:65])[CH3:64])[C:55](=[O:62])[C:56]([O:58][CH2:59][CH:60]=[CH2:61])=[O:57])=[O:52])=[CH:44][CH:43]=1)=[O:39])=[O:17])(C(C)(C)C)(C)C.